From a dataset of Merck oncology drug combination screen with 23,052 pairs across 39 cell lines. Regression. Given two drug SMILES strings and cell line genomic features, predict the synergy score measuring deviation from expected non-interaction effect. Drug 1: CN(C)C(=N)N=C(N)N. Drug 2: Cn1cc(-c2cnn3c(N)c(Br)c(C4CCCNC4)nc23)cn1. Cell line: SKMEL30. Synergy scores: synergy=10.3.